Dataset: NCI-60 drug combinations with 297,098 pairs across 59 cell lines. Task: Regression. Given two drug SMILES strings and cell line genomic features, predict the synergy score measuring deviation from expected non-interaction effect. (1) Drug 1: C1=C(C(=O)NC(=O)N1)N(CCCl)CCCl. Drug 2: CC(C)CN1C=NC2=C1C3=CC=CC=C3N=C2N. Cell line: SK-OV-3. Synergy scores: CSS=16.4, Synergy_ZIP=-4.04, Synergy_Bliss=0.0429, Synergy_Loewe=-1.42, Synergy_HSA=-1.43. (2) Drug 1: CN1C(=O)N2C=NC(=C2N=N1)C(=O)N. Drug 2: CCN(CC)CCCC(C)NC1=C2C=C(C=CC2=NC3=C1C=CC(=C3)Cl)OC. Cell line: SW-620. Synergy scores: CSS=40.9, Synergy_ZIP=1.99, Synergy_Bliss=4.85, Synergy_Loewe=5.01, Synergy_HSA=5.09. (3) Drug 1: C1=NC2=C(N1)C(=S)N=C(N2)N. Drug 2: CN1C(=O)N2C=NC(=C2N=N1)C(=O)N. Cell line: SK-MEL-5. Synergy scores: CSS=27.7, Synergy_ZIP=-1.07, Synergy_Bliss=2.03, Synergy_Loewe=-32.3, Synergy_HSA=-3.94. (4) Drug 1: CC1=C(C(CCC1)(C)C)C=CC(=CC=CC(=CC(=O)O)C)C. Drug 2: CCCCC(=O)OCC(=O)C1(CC(C2=C(C1)C(=C3C(=C2O)C(=O)C4=C(C3=O)C=CC=C4OC)O)OC5CC(C(C(O5)C)O)NC(=O)C(F)(F)F)O. Cell line: HT29. Synergy scores: CSS=38.7, Synergy_ZIP=-2.57, Synergy_Bliss=1.62, Synergy_Loewe=-14.3, Synergy_HSA=3.94. (5) Drug 1: CN1C(=O)N2C=NC(=C2N=N1)C(=O)N. Drug 2: CC12CCC3C(C1CCC2OP(=O)(O)O)CCC4=C3C=CC(=C4)OC(=O)N(CCCl)CCCl.[Na+]. Cell line: KM12. Synergy scores: CSS=2.49, Synergy_ZIP=-5.89, Synergy_Bliss=-5.01, Synergy_Loewe=-11.2, Synergy_HSA=-4.49. (6) Drug 1: C1CC(C1)(C(=O)O)C(=O)O.[NH2-].[NH2-].[Pt+2]. Drug 2: CC1=C2C(C(=O)C3(C(CC4C(C3C(C(C2(C)C)(CC1OC(=O)C(C(C5=CC=CC=C5)NC(=O)C6=CC=CC=C6)O)O)OC(=O)C7=CC=CC=C7)(CO4)OC(=O)C)O)C)OC(=O)C. Cell line: PC-3. Synergy scores: CSS=3.74, Synergy_ZIP=-3.52, Synergy_Bliss=-3.82, Synergy_Loewe=-5.23, Synergy_HSA=-3.66. (7) Cell line: U251. Drug 1: CN1CCC(CC1)COC2=C(C=C3C(=C2)N=CN=C3NC4=C(C=C(C=C4)Br)F)OC. Synergy scores: CSS=65.5, Synergy_ZIP=-4.78, Synergy_Bliss=-7.48, Synergy_Loewe=-8.57, Synergy_HSA=-6.27. Drug 2: CC=C1C(=O)NC(C(=O)OC2CC(=O)NC(C(=O)NC(CSSCCC=C2)C(=O)N1)C(C)C)C(C)C. (8) Drug 2: CS(=O)(=O)OCCCCOS(=O)(=O)C. Synergy scores: CSS=0.0355, Synergy_ZIP=0.614, Synergy_Bliss=1.55, Synergy_Loewe=-1.35, Synergy_HSA=-1.26. Cell line: UO-31. Drug 1: CC1=C2C(C(=O)C3(C(CC4C(C3C(C(C2(C)C)(CC1OC(=O)C(C(C5=CC=CC=C5)NC(=O)OC(C)(C)C)O)O)OC(=O)C6=CC=CC=C6)(CO4)OC(=O)C)O)C)O.